This data is from Catalyst prediction with 721,799 reactions and 888 catalyst types from USPTO. The task is: Predict which catalyst facilitates the given reaction. (1) Product: [CH3:1][O:2][C:3]([NH:5][C@H:6]([C:20]([NH:22][CH2:23][CH2:24][CH:25]([F:48])[CH2:26][C@@H:27]([C:43]([O:45][CH2:46][CH3:47])=[O:44])[NH2:28])=[O:21])[CH:7]([C:14]1[CH:15]=[CH:16][CH:17]=[CH:18][CH:19]=1)[C:8]1[CH:13]=[CH:12][CH:11]=[CH:10][CH:9]=1)=[O:4]. The catalyst class is: 4. Reactant: [CH3:1][O:2][C:3]([NH:5][C@H:6]([C:20]([NH:22][CH2:23][CH2:24][CH:25]([F:48])[CH2:26][C@@H:27]([C:43]([O:45][CH2:46][CH3:47])=[O:44])[N:28](C(OC(C)(C)C)=O)C(OC(C)(C)C)=O)=[O:21])[CH:7]([C:14]1[CH:19]=[CH:18][CH:17]=[CH:16][CH:15]=1)[C:8]1[CH:13]=[CH:12][CH:11]=[CH:10][CH:9]=1)=[O:4].C1(OC)C=CC=CC=1.C(O)(C(F)(F)F)=O.C([O-])(O)=O.[Na+]. (2) The catalyst class is: 9. Reactant: [F:1][C:2]1[CH:3]=[C:4]([C:8]2[C:9]([C:20](O)=[O:21])=[CH:10][C:11]([CH:18]=[CH2:19])=[C:12]3[C:17]=2[N:16]=[CH:15][CH:14]=[CH:13]3)[CH:5]=[CH:6][CH:7]=1.Cl.[CH3:24][NH:25][O:26][CH3:27].F[P-](F)(F)(F)(F)F.N1(O[P+](N(C)C)(N(C)C)N(C)C)C2C=CC=CC=2N=N1.C(N(CC)C(C)C)(C)C. Product: [F:1][C:2]1[CH:3]=[C:4]([C:8]2[C:9]([C:20]([N:25]([O:26][CH3:27])[CH3:24])=[O:21])=[CH:10][C:11]([CH:18]=[CH2:19])=[C:12]3[C:17]=2[N:16]=[CH:15][CH:14]=[CH:13]3)[CH:5]=[CH:6][CH:7]=1. (3) Reactant: [NH2:1][C:2]1[CH:3]=[C:4]([CH:9]=[CH:10][CH:11]=1)[C:5]([NH:7][NH2:8])=[O:6].[Cl:12][C:13]1[C:18]([F:19])=[CH:17][C:16]([C:20](=[O:28])[CH2:21][C:22](=O)[C:23]([F:26])([F:25])[F:24])=[C:15]([F:29])[CH:14]=1. Product: [NH2:1][C:2]1[CH:3]=[C:4]([C:5]([N:7]2[C:20]([C:16]3[CH:17]=[C:18]([F:19])[C:13]([Cl:12])=[CH:14][C:15]=3[F:29])([OH:28])[CH2:21][C:22]([C:23]([F:25])([F:26])[F:24])=[N:8]2)=[O:6])[CH:9]=[CH:10][CH:11]=1. The catalyst class is: 8.